From a dataset of Reaction yield outcomes from USPTO patents with 853,638 reactions. Predict the reaction yield, written as a fraction of the theoretical maximum amount of product (1.0 means a 100% yield; for example, 0.34 means a 34% yield). (1) The reactants are CC1(C)OC([C@H]2[N:11]([O:12][CH3:13])[C@:10]3([CH2:23][CH2:24][CH:25]([CH3:27])[CH3:26])[C:14]4[C:19]([C:20](=[O:22])[CH:21]=[C:9]3[O:8]2)=[CH:18][CH:17]=[CH:16][CH:15]=4)CO1.[ClH:29]. The catalyst is O1CCCC1. The product is [ClH:29].[OH:8][C:9]1[C@@:10]([NH:11][O:12][CH3:13])([CH2:23][CH2:24][CH:25]([CH3:27])[CH3:26])[C:14]2[C:19](=[CH:18][CH:17]=[CH:16][CH:15]=2)[C:20](=[O:22])[CH:21]=1. The yield is 0.870. (2) No catalyst specified. The yield is 1.00. The reactants are [CH3:1][C:2]1[NH:3][C:4]2[N:5]([CH:20]=1)[C:6](=O)[C:7]([C:13]1[CH:18]=[CH:17][CH:16]=[CH:15][CH:14]=1)=[C:8]([CH3:12])[C:9]=2[C:10]#[N:11].P(Cl)(Cl)([Cl:23])=O. The product is [Cl:23][C:6]1[N:5]2[CH:20]=[C:2]([CH3:1])[N:3]=[C:4]2[C:9]([C:10]#[N:11])=[C:8]([CH3:12])[C:7]=1[C:13]1[CH:18]=[CH:17][CH:16]=[CH:15][CH:14]=1. (3) The reactants are [OH:1][C@H:2]([C:23]1[CH:28]=[CH:27][CH:26]=[CH:25][CH:24]=1)[CH2:3][CH2:4][N:5]1[CH2:10][CH2:9][CH:8]([C:11]2[CH:12]=[C:13]([NH:17][C:18](=[O:22])[CH:19]([CH3:21])[CH3:20])[CH:14]=[CH:15][CH:16]=2)[CH2:7][CH2:6]1.[C:29]1(O)[CH:34]=[CH:33][CH:32]=[CH:31][CH:30]=1.C1(P(C2C=CC=CC=2)C2C=CC=CC=2)C=CC=CC=1.N(C(OCC)=O)=NC(OCC)=O.N. The catalyst is C1COCC1.C(Cl)(Cl)Cl. The product is [CH3:20][CH:19]([CH3:21])[C:18]([NH:17][C:13]1[CH:14]=[CH:15][CH:16]=[C:11]([CH:8]2[CH2:9][CH2:10][N:5]([CH2:4][CH2:3][C@@H:2]([O:1][C:29]3[CH:34]=[CH:33][CH:32]=[CH:31][CH:30]=3)[C:23]3[CH:24]=[CH:25][CH:26]=[CH:27][CH:28]=3)[CH2:6][CH2:7]2)[CH:12]=1)=[O:22]. The yield is 0.360. (4) The reactants are C(=O)([O-])[O-].[K+].[K+].[CH2:7]([C:14]1[CH:19]=[C:18]([Cl:20])[CH:17]=[CH:16][C:15]=1[NH:21][C:22](=[O:27])[C:23]([F:26])([F:25])[F:24])[C:8]1[CH:13]=[CH:12][CH:11]=[CH:10][CH:9]=1.Br[CH2:29][C:30]([O:32][CH3:33])=[O:31]. The catalyst is CN(C=O)C. The product is [CH3:33][O:32][C:30](=[O:31])[CH2:29][N:21]([C:15]1[CH:16]=[CH:17][C:18]([Cl:20])=[CH:19][C:14]=1[CH2:7][C:8]1[CH:9]=[CH:10][CH:11]=[CH:12][CH:13]=1)[C:22](=[O:27])[C:23]([F:26])([F:24])[F:25]. The yield is 0.890. (5) The reactants are Cl[C:2]1[CH:3]=[CH:4][C:5]2[N:6]([CH:8]=[CH:9][N:10]=2)[N:7]=1.[C:11]([C:14]1[CH:15]=[C:16](B(O)O)[CH:17]=[CH:18][CH:19]=1)(=[O:13])[CH3:12].C([O-])([O-])=O.[K+].[K+].COCCOC. The catalyst is CCOC(C)=O.Cl[Pd](Cl)([P](C1C=CC=CC=1)(C1C=CC=CC=1)C1C=CC=CC=1)[P](C1C=CC=CC=1)(C1C=CC=CC=1)C1C=CC=CC=1.O. The product is [N:10]1[CH:9]=[CH:8][N:6]2[C:5]=1[CH:4]=[CH:3][C:2]([C:18]1[CH:19]=[C:14]([C:11](=[O:13])[CH3:12])[CH:15]=[CH:16][CH:17]=1)=[N:7]2. The yield is 0.960. (6) The reactants are Cl[C:2]1[CH:11]=[CH:10][C:5]([C:6]([O:8][CH3:9])=[O:7])=[CH:4][C:3]=1[N+:12]([O-:14])=[O:13].[CH:15]1([NH2:21])[CH2:20][CH2:19][CH2:18][CH2:17][CH2:16]1.C(N(CC)CC)C. The catalyst is C(#N)C. The product is [CH:15]1([NH:21][C:2]2[CH:11]=[CH:10][C:5]([C:6]([O:8][CH3:9])=[O:7])=[CH:4][C:3]=2[N+:12]([O-:14])=[O:13])[CH2:20][CH2:19][CH2:18][CH2:17][CH2:16]1. The yield is 0.980. (7) The reactants are C([Li])CCC.CC1(C)CCCC(C)(C)N1.[Cl:16][C:17]1[CH:18]=[CH:19][C:20](F)=[N:21][CH:22]=1.[Br:24][C:25]1[CH:30]=[CH:29][C:28]([OH:31])=[CH:27][C:26]=1[F:32].[C:33](=O)([O-])[O-:34].[K+].[K+].CS(O)(=O)=O.O=P12OP3(OP(OP(O3)(O1)=O)(=O)O2)=O. The catalyst is C1COCC1.CCOC(C)=O.CO. The product is [Br:24][C:25]1[CH:30]=[C:29]2[C:28](=[CH:27][C:26]=1[F:32])[O:31][C:20]1=[N:21][CH:22]=[C:17]([Cl:16])[CH:18]=[C:19]1[C:33]2=[O:34]. The yield is 0.430. (8) The reactants are [CH3:1][O:2][C:3]([CH:5](P(OC)(OC)=O)[NH:6][C:7]([O:9][CH2:10][C:11]1[CH:16]=[CH:15][CH:14]=[CH:13][CH:12]=1)=[O:8])=[O:4].[C:23]([CH2:27][CH:28]=O)([CH3:26])([CH3:25])[CH3:24].C1CCN2C(=NCCC2)CC1. The catalyst is C1COCC1.C(Cl)Cl. The product is [CH3:1][O:2][C:3](=[O:4])[C:5]([NH:6][C:7]([O:9][CH2:10][C:11]1[CH:12]=[CH:13][CH:14]=[CH:15][CH:16]=1)=[O:8])=[CH:28][CH2:27][C:23]([CH3:26])([CH3:25])[CH3:24]. The yield is 0.940. (9) The reactants are Cl.[CH2:2]([N:4]([CH2:8][CH3:9])[CH2:5][CH2:6]Cl)[CH3:3].[NH2:10][CH2:11][CH2:12][OH:13]. The catalyst is [OH-].[Na+]. The product is [CH2:2]([N:4]([CH2:8][CH3:9])[CH2:5][CH2:6][NH:10][CH2:11][CH2:12][OH:13])[CH3:3]. The yield is 0.450. (10) The reactants are [N+:1]([C:4]1[CH:5]=[C:6](O)[CH:7]=[CH:8][CH:9]=1)([O-:3])=[O:2].C([O-])([O-])=[O:12].[K+].[K+].Br[CH2:18][C:19]([O:21][CH2:22][CH3:23])=[O:20]. The catalyst is CC(C)=O. The product is [N+:1]([C:4]1[CH:5]=[CH:6][C:7]([O:12][CH2:18][C:19]([O:21][CH2:22][CH3:23])=[O:20])=[CH:8][CH:9]=1)([O-:3])=[O:2]. The yield is 0.920.